This data is from Reaction yield outcomes from USPTO patents with 853,638 reactions. The task is: Predict the reaction yield, written as a fraction of the theoretical maximum amount of product (1.0 means a 100% yield; for example, 0.34 means a 34% yield). (1) The reactants are [N:1]1[CH:6]=[CH:5][C:4]([CH2:7][CH2:8][CH2:9][N:10]2C(=O)C3=CC=CC=C3C2=O)=[CH:3][CH:2]=1.O.NN. The catalyst is CO. The product is [NH2:10][CH2:9][CH2:8][CH2:7][C:4]1[CH:5]=[CH:6][N:1]=[CH:2][CH:3]=1. The yield is 0.600. (2) The reactants are Br.[N+:2]([C:5]1[CH:10]=[CH:9][C:8]([CH2:11][C@@H:12]([C:14]2[N:15]=[C:16]([C:19]3[CH:24]=[CH:23][CH:22]=[CH:21][CH:20]=3)[S:17][CH:18]=2)[NH2:13])=[CH:7][CH:6]=1)([O-:4])=[O:3].C([O-])([O-])=O.[Ca+2].C(Cl)(Cl)(Cl)Cl.[C:35](Cl)(Cl)=[S:36]. The catalyst is O.C(Cl)Cl. The product is [N:13]([C@H:12]([C:14]1[N:15]=[C:16]([C:19]2[CH:20]=[CH:21][CH:22]=[CH:23][CH:24]=2)[S:17][CH:18]=1)[CH2:11][C:8]1[CH:7]=[CH:6][C:5]([N+:2]([O-:4])=[O:3])=[CH:10][CH:9]=1)=[C:35]=[S:36]. The yield is 0.730. (3) The reactants are [C:1]([O:5][C:6]([C:8]1[S:9][C:10](Br)=[CH:11][C:12]=1[NH:13][S:14]([C:17]1[C:18]([CH3:23])=[CH:19][CH:20]=[CH:21][CH:22]=1)(=[O:16])=[O:15])=[O:7])([CH3:4])([CH3:3])[CH3:2].[S:25]1[C:29]2[CH:30]=[CH:31][CH:32]=[CH:33][C:28]=2[CH:27]=[C:26]1B(O)O.C([O-])([O-])=O.[Na+].[Na+]. The catalyst is C1C=CC([P]([Pd]([P](C2C=CC=CC=2)(C2C=CC=CC=2)C2C=CC=CC=2)([P](C2C=CC=CC=2)(C2C=CC=CC=2)C2C=CC=CC=2)[P](C2C=CC=CC=2)(C2C=CC=CC=2)C2C=CC=CC=2)(C2C=CC=CC=2)C2C=CC=CC=2)=CC=1. The product is [C:1]([O:5][C:6]([C:8]1[S:9][C:10]([C:26]2[S:25][C:29]3[CH:30]=[CH:31][CH:32]=[CH:33][C:28]=3[CH:27]=2)=[CH:11][C:12]=1[NH:13][S:14]([C:17]1[C:18]([CH3:23])=[CH:19][CH:20]=[CH:21][CH:22]=1)(=[O:16])=[O:15])=[O:7])([CH3:4])([CH3:3])[CH3:2]. The yield is 0.550. (4) The reactants are CC1(C)C(C)(C)OB([C:9]2[CH:17]=[CH:16][CH:15]=[C:14]3[C:10]=2[CH2:11][CH2:12][C@H:13]3[NH:18][C:19](=[O:25])[O:20][C:21]([CH3:24])([CH3:23])[CH3:22])O1.Br[C:28]1[O:32][C:31]([C:33]2[CH:34]=[CH:35][C:36]([O:41][CH:42]([CH3:44])[CH3:43])=[C:37]([CH:40]=2)[C:38]#[N:39])=[N:30][CH:29]=1.C(=O)([O-])[O-].[K+].[K+].CC(O)C(O)C.O. No catalyst specified. The product is [C:38]([C:37]1[CH:40]=[C:33]([C:31]2[O:32][C:28]([C:9]3[CH:17]=[CH:16][CH:15]=[C:14]4[C:10]=3[CH2:11][CH2:12][C@H:13]4[NH:18][C:19](=[O:25])[O:20][C:21]([CH3:22])([CH3:23])[CH3:24])=[CH:29][N:30]=2)[CH:34]=[CH:35][C:36]=1[O:41][CH:42]([CH3:44])[CH3:43])#[N:39]. The yield is 0.670. (5) The reactants are [NH2:1][CH2:2][C@@H:3]1[C@@H:11]([C@@:12]2([CH3:21])[CH2:17][CH2:16][C@H:15]([OH:18])[CH2:14][C@@H:13]2[CH2:19][OH:20])[CH2:10][CH2:9][C@@:8]2([CH3:22])[C@H:4]1[CH2:5][CH2:6][C:7]2=[CH2:23].[CH3:24][O:25][C:26]1[CH:33]=[CH:32][C:29]([CH:30]=O)=[CH:28][CH:27]=1.[BH4-].[Na+]. The catalyst is C(Cl)Cl.CO. The product is [OH:20][CH2:19][C@@H:13]1[C@:12]([C@H:11]2[CH2:10][CH2:9][C@@:8]3([CH3:22])[C@@H:4]([CH2:5][CH2:6][C:7]3=[CH2:23])[C@@H:3]2[CH2:2][NH:1][CH2:30][C:29]2[CH:32]=[CH:33][C:26]([O:25][CH3:24])=[CH:27][CH:28]=2)([CH3:21])[CH2:17][CH2:16][C@H:15]([OH:18])[CH2:14]1. The yield is 0.610. (6) The reactants are [Br:1][C:2]1[CH:9]=[C:6]([CH:7]=[O:8])[C:5]([OH:10])=[CH:4][CH:3]=1.C(=O)([O-])[O-].[K+].[K+].[CH3:17][N:18]([CH3:22])[C:19](Cl)=[S:20]. The catalyst is C(#N)C.CCOC(C)=O. The product is [Br:1][C:2]1[CH:3]=[CH:4][C:5]([O:10][C:19](=[S:20])[N:18]([CH3:22])[CH3:17])=[C:6]([CH:7]=[O:8])[CH:9]=1. The yield is 0.770.